Dataset: NCI-60 drug combinations with 297,098 pairs across 59 cell lines. Task: Regression. Given two drug SMILES strings and cell line genomic features, predict the synergy score measuring deviation from expected non-interaction effect. (1) Drug 1: CC1=CC2C(CCC3(C2CCC3(C(=O)C)OC(=O)C)C)C4(C1=CC(=O)CC4)C. Drug 2: CS(=O)(=O)CCNCC1=CC=C(O1)C2=CC3=C(C=C2)N=CN=C3NC4=CC(=C(C=C4)OCC5=CC(=CC=C5)F)Cl. Cell line: UACC-257. Synergy scores: CSS=-5.64, Synergy_ZIP=3.08, Synergy_Bliss=2.16, Synergy_Loewe=-2.11, Synergy_HSA=-2.19. (2) Drug 1: CC1=C(C(=CC=C1)Cl)NC(=O)C2=CN=C(S2)NC3=CC(=NC(=N3)C)N4CCN(CC4)CCO. Drug 2: C(=O)(N)NO. Cell line: UO-31. Synergy scores: CSS=25.5, Synergy_ZIP=-9.55, Synergy_Bliss=0.129, Synergy_Loewe=-19.0, Synergy_HSA=0.779. (3) Drug 1: C1=CC(=CC=C1CC(C(=O)O)N)N(CCCl)CCCl.Cl. Drug 2: CS(=O)(=O)CCNCC1=CC=C(O1)C2=CC3=C(C=C2)N=CN=C3NC4=CC(=C(C=C4)OCC5=CC(=CC=C5)F)Cl. Cell line: HOP-62. Synergy scores: CSS=10.3, Synergy_ZIP=-4.38, Synergy_Bliss=-1.79, Synergy_Loewe=-5.02, Synergy_HSA=-5.21. (4) Drug 1: C1=CC(=C2C(=C1NCCNCCO)C(=O)C3=C(C=CC(=C3C2=O)O)O)NCCNCCO. Drug 2: C1C(C(OC1N2C=NC3=C(N=C(N=C32)Cl)N)CO)O. Cell line: SNB-75. Synergy scores: CSS=54.0, Synergy_ZIP=1.09, Synergy_Bliss=1.88, Synergy_Loewe=-9.37, Synergy_HSA=1.17. (5) Drug 1: CN(C(=O)NC(C=O)C(C(C(CO)O)O)O)N=O. Drug 2: CCC1(C2=C(COC1=O)C(=O)N3CC4=CC5=C(C=CC(=C5CN(C)C)O)N=C4C3=C2)O.Cl. Cell line: T-47D. Synergy scores: CSS=-0.306, Synergy_ZIP=-11.3, Synergy_Bliss=-22.0, Synergy_Loewe=-42.6, Synergy_HSA=-23.5.